From a dataset of Reaction yield outcomes from USPTO patents with 853,638 reactions. Predict the reaction yield, written as a fraction of the theoretical maximum amount of product (1.0 means a 100% yield; for example, 0.34 means a 34% yield). (1) The reactants are [CH:1]1([CH2:4][NH:5][C:6](=[O:30])[O:7][CH2:8][CH2:9][CH2:10][C:11]2[CH:16]=[CH:15][C:14]([OH:17])=[CH:13][C:12]=2[O:18][C:19]2[C:24]([Cl:25])=[CH:23][C:22]([C:26]([F:29])([F:28])[F:27])=[CH:21][N:20]=2)[CH2:3][CH2:2]1.C(=O)([O-])[O-].[K+].[K+].Br[CH2:38][C:39]([O:41][CH2:42][CH3:43])=[O:40].Cl. The catalyst is CN(C)C=O. The product is [Cl:25][C:24]1[C:19]([O:18][C:12]2[CH:13]=[C:14]([CH:15]=[CH:16][C:11]=2[CH2:10][CH2:9][CH2:8][O:7][C:6]([NH:5][CH2:4][CH:1]2[CH2:3][CH2:2]2)=[O:30])[O:17][CH2:38][C:39]([O:41][CH2:42][CH3:43])=[O:40])=[N:20][CH:21]=[C:22]([C:26]([F:29])([F:27])[F:28])[CH:23]=1. The yield is 0.840. (2) The reactants are CCN(C(C)C)C(C)C.C1C=CC2N(O)N=NC=2C=1.CCN=C=NCCCN(C)C.[C:31]([C:33]1[CH:38]=[CH:37][CH:36]=[CH:35][C:34]=1[N:39]1[CH:43]=[C:42]([C:44]([OH:46])=O)[N:41]=[N:40]1)#[N:32].NC1C=CC=CC=1C#N.[ClH:56].[NH2:57][CH2:58][C:59]([N:61]1[CH2:66][CH2:65][N:64]([C:67](=[O:76])[C:68]2[CH:73]=[C:72]([F:74])[CH:71]=[CH:70][C:69]=2Cl)[CH2:63][CH2:62]1)=[O:60].ClC1C=CC(F)=CC=1C(O)=O. The catalyst is CN(C=O)C.O. The product is [Cl:56][C:69]1[CH:70]=[CH:71][C:72]([F:74])=[CH:73][C:68]=1[C:67]([N:64]1[CH2:63][CH2:62][N:61]([C:59](=[O:60])[CH2:58][NH:57][C:44]([C:42]2[N:41]=[N:40][N:39]([C:34]3[CH:35]=[CH:36][CH:37]=[CH:38][C:33]=3[C:31]#[N:32])[CH:43]=2)=[O:46])[CH2:66][CH2:65]1)=[O:76]. The yield is 0.323. (3) The reactants are [O:1]1[CH2:6][CH2:5][N:4]([CH2:7][C:8]2[CH:13]=[CH:12][C:11]([OH:14])=[CH:10][CH:9]=2)[CH2:3][CH2:2]1.C([O-])([O-])=O.[Cs+].[Cs+].Br[CH2:22][CH2:23][CH2:24][CH2:25][CH2:26][O:27][C:28]1[C:37]2[C:32](=[CH:33][C:34]([Cl:38])=[CH:35][CH:36]=2)[N:31]=[CH:30][CH:29]=1. The catalyst is CN(C=O)C. The product is [O:1]1[CH2:2][CH2:3][N:4]([CH2:7][C:8]2[CH:13]=[CH:12][C:11]([O:14][CH2:22][CH2:23][CH2:24][CH2:25][CH2:26][O:27][C:28]3[C:37]4[C:32](=[CH:33][C:34]([Cl:38])=[CH:35][CH:36]=4)[N:31]=[CH:30][CH:29]=3)=[CH:10][CH:9]=2)[CH2:5][CH2:6]1. The yield is 0.790.